Dataset: Full USPTO retrosynthesis dataset with 1.9M reactions from patents (1976-2016). Task: Predict the reactants needed to synthesize the given product. (1) Given the product [CH:23]1([C@H:22]([NH:26][C:2]2[NH:7][C:6](=[O:8])[N:5]([CH:9]([CH3:11])[CH3:10])[C:4](=[O:12])[CH:3]=2)[C:21]2[CH:16]=[CH:17][CH:18]=[C:19]([O:35][CH3:34])[CH:20]=2)[CH2:24][CH2:25]1, predict the reactants needed to synthesize it. The reactants are: Cl[C:2]1[NH:7][C:6](=[O:8])[N:5]([CH:9]([CH3:11])[CH3:10])[C:4](=[O:12])[CH:3]=1.CN([C:16]1[C:21]2[C:22]([N:26](C)C)=[CH:23][CH:24]=[CH:25][C:20]=2[CH:19]=[CH:18][CH:17]=1)C.CN1[C:34](=[O:35])CCC1. (2) Given the product [C:1]([O:17][CH2:16][C:13]1[CH:12]=[C:11]([CH3:10])[O:15][N:14]=1)(=[O:8])[C:2]1[CH:7]=[CH:6][CH:5]=[CH:4][CH:3]=1, predict the reactants needed to synthesize it. The reactants are: [C:1](Cl)(=[O:8])[C:2]1[CH:7]=[CH:6][CH:5]=[CH:4][CH:3]=1.[CH3:10][C:11]1[O:15][N:14]=[C:13]([CH2:16][OH:17])[CH:12]=1.CCN(CC)CC. (3) Given the product [CH2:1]([O:3][C:4]1[CH:25]=[CH:24][CH:23]=[CH:22][C:5]=1[O:6][C@@H:7]1[CH2:12][CH2:11][CH2:10][N:9]([C:13]2[N:14]=[CH:15][C:16]([C:19]([NH:34][CH2:33][C:29]3[CH:30]=[CH:31][CH:32]=[C:27]([I:26])[CH:28]=3)=[O:21])=[CH:17][N:18]=2)[CH2:8]1)[CH3:2], predict the reactants needed to synthesize it. The reactants are: [CH2:1]([O:3][C:4]1[CH:25]=[CH:24][CH:23]=[CH:22][C:5]=1[O:6][C@@H:7]1[CH2:12][CH2:11][CH2:10][N:9]([C:13]2[N:18]=[CH:17][C:16]([C:19]([OH:21])=O)=[CH:15][N:14]=2)[CH2:8]1)[CH3:2].[I:26][C:27]1[CH:28]=[C:29]([CH2:33][NH2:34])[CH:30]=[CH:31][CH:32]=1.CN1CCOCC1.CCN=C=NCCCN(C)C.Cl.C1C=CC2N(O)N=NC=2C=1. (4) Given the product [CH2:16]([N:23]1[S:24](=[O:29])(=[O:28])[N:25]([C:31]2[S:32][C:33]([C:37]([NH:39][CH2:40][C:41]3[CH:42]=[N:43][CH:44]=[CH:45][CH:46]=3)=[O:38])=[C:34]([CH3:36])[N:35]=2)[CH2:26][CH2:27]1)[C:17]1[CH:22]=[CH:21][CH:20]=[CH:19][CH:18]=1, predict the reactants needed to synthesize it. The reactants are: C(N1CCNC1=NC#N)C1C=CC=CC=1.[CH2:16]([N:23]1[CH2:27][CH2:26][NH:25][S:24]1(=[O:29])=[O:28])[C:17]1[CH:22]=[CH:21][CH:20]=[CH:19][CH:18]=1.Br[C:31]1[S:32][C:33]([C:37]([NH:39][CH2:40][C:41]2[CH:42]=[N:43][CH:44]=[CH:45][CH:46]=2)=[O:38])=[C:34]([CH3:36])[N:35]=1. (5) Given the product [F:1][C:2]1[CH:7]=[CH:6][C:5]([S:8]([N:25]([CH2:24][C:23]2[CH:34]=[CH:35][C:36]([O:37][CH2:38][CH2:39][C:40]3[CH:45]=[CH:44][CH:43]=[CH:42][N:41]=3)=[C:21]([O:20][CH3:19])[CH:22]=2)[CH:26]2[CH2:32][CH2:31][CH2:30][CH2:29][NH:28][C:27]2=[O:33])(=[O:10])=[O:9])=[CH:4][CH:3]=1, predict the reactants needed to synthesize it. The reactants are: [F:1][C:2]1[CH:7]=[CH:6][C:5]([S:8](Cl)(=[O:10])=[O:9])=[CH:4][CH:3]=1.C(N(CC)CC)C.[CH3:19][O:20][C:21]1[CH:22]=[C:23]([CH:34]=[CH:35][C:36]=1[O:37][CH2:38][CH2:39][C:40]1[CH:45]=[CH:44][CH:43]=[CH:42][N:41]=1)[CH2:24][NH:25][CH:26]1[CH2:32][CH2:31][CH2:30][CH2:29][NH:28][C:27]1=[O:33]. (6) The reactants are: [O:1]1[CH2:3][C@@H:2]1[CH2:4][O:5][C:6]1[CH:7]=[C:8]([C:12]2[C:20]3[C:15](=[N:16][CH:17]=[CH:18][CH:19]=3)[O:14][N:13]=2)[CH:9]=[CH:10][CH:11]=1.[CH3:21][N:22]([CH3:25])C=O. Given the product [CH2:21]1[C:9]2[C:8](=[CH:7][CH:6]=[CH:11][CH:10]=2)[CH2:12][CH2:25][N:22]1[CH2:3][C@@H:2]([OH:1])[CH2:4][O:5][C:6]1[CH:11]=[CH:10][CH:9]=[C:8]([C:12]2[C:20]3[C:15](=[N:16][CH:17]=[CH:18][CH:19]=3)[O:14][N:13]=2)[CH:7]=1, predict the reactants needed to synthesize it. (7) The reactants are: [F:1][C:2]([F:12])([F:11])[C:3]1[N:8]=[CH:7][C:6]([CH2:9][OH:10])=[CH:5][CH:4]=1.CC(OI1(OC(C)=O)(OC(C)=O)OC(=O)C2C=CC=CC1=2)=O. Given the product [F:12][C:2]([F:1])([F:11])[C:3]1[CH:4]=[CH:5][C:6]([CH:9]=[O:10])=[CH:7][N:8]=1, predict the reactants needed to synthesize it. (8) Given the product [Br:1][C:2]1[C:3]([N:8]2[CH2:12][CH:11]([CH2:13][O:14][Si:25]([C:21]([CH3:24])([CH3:23])[CH3:22])([CH3:28])[CH3:27])[CH2:10][C:9]2=[O:15])=[N:4][N:5]([CH3:7])[CH:6]=1, predict the reactants needed to synthesize it. The reactants are: [Br:1][C:2]1[C:3]([N:8]2[CH2:12][CH:11]([CH2:13][OH:14])[CH2:10][C:9]2=[O:15])=[N:4][N:5]([CH3:7])[CH:6]=1.N1C=CN=C1.[C:21]([Si:25]([CH3:28])([CH3:27])Cl)([CH3:24])([CH3:23])[CH3:22]. (9) Given the product [Cl:1][C:2]1[CH:7]=[CH:6][C:5]([C:8](=[N:13][OH:14])[CH2:9][CH3:10])=[CH:4][CH:3]=1, predict the reactants needed to synthesize it. The reactants are: [Cl:1][C:2]1[CH:7]=[CH:6][C:5]([C:8](=O)[CH2:9][CH3:10])=[CH:4][CH:3]=1.Cl.[NH2:13][OH:14].N1C=CC=CC=1. (10) Given the product [CH2:1]([O:8][CH2:9][N:10]1[C:18]2[C:17]([O:19][CH3:20])=[N:16][CH:15]=[N:14][C:13]=2[C:12]([C@H:21]2[C@H:25]([O:26][CH2:72][C:71]3[CH:74]=[CH:75][C:68]([O:67][CH3:66])=[CH:69][CH:70]=3)[C@H:24]([OH:27])[C@@H:23]([CH2:28][O:29][C:30]([C:37]3[CH:38]=[CH:39][CH:40]=[CH:41][CH:42]=3)([C:43]3[CH:48]=[CH:47][CH:46]=[CH:45][CH:44]=3)[C:31]3[CH:36]=[CH:35][CH:34]=[CH:33][CH:32]=3)[N:22]2[C:49]([O:51][C:52]([CH3:55])([CH3:54])[CH3:53])=[O:50])=[CH:11]1)[C:2]1[CH:7]=[CH:6][CH:5]=[CH:4][CH:3]=1, predict the reactants needed to synthesize it. The reactants are: [CH2:1]([O:8][CH2:9][N:10]1[C:18]2[C:17]([O:19][CH3:20])=[N:16][CH:15]=[N:14][C:13]=2[C:12]([C@H:21]2[C@H:25]([OH:26])[C@H:24]([OH:27])[C@@H:23]([CH2:28][O:29][C:30]([C:43]3[CH:48]=[CH:47][CH:46]=[CH:45][CH:44]=3)([C:37]3[CH:42]=[CH:41][CH:40]=[CH:39][CH:38]=3)[C:31]3[CH:36]=[CH:35][CH:34]=[CH:33][CH:32]=3)[N:22]2[C:49]([O:51][C:52]([CH3:55])([CH3:54])[CH3:53])=[O:50])=[CH:11]1)[C:2]1[CH:7]=[CH:6][CH:5]=[CH:4][CH:3]=1.C([Sn](=O)CCCC)CCC.[CH3:66][O:67][C:68]1[CH:75]=[CH:74][C:71]([CH2:72]Cl)=[CH:70][CH:69]=1.